Dataset: Catalyst prediction with 721,799 reactions and 888 catalyst types from USPTO. Task: Predict which catalyst facilitates the given reaction. (1) Reactant: [C:1]([O:5][C:6]([N:8]1[CH2:13][CH2:12][O:11][CH:10]([CH2:14][O:15]CC2C=CC=CC=2)[CH2:9]1)=[O:7])([CH3:4])([CH3:3])[CH3:2].[H][H]. Product: [C:1]([O:5][C:6]([N:8]1[CH2:13][CH2:12][O:11][CH:10]([CH2:14][OH:15])[CH2:9]1)=[O:7])([CH3:4])([CH3:3])[CH3:2]. The catalyst class is: 43. (2) The catalyst class is: 5. Reactant: [NH2:1][CH2:2][CH2:3][NH:4][C@H:5]1[CH2:10][CH2:9][C@H:8]([CH2:11][C:12]([NH:14][C@H:15]2[CH2:20][C:19]3[CH:21]=[CH:22][CH:23]=[C:24]([C:25]([OH:27])=[O:26])[C:18]=3[O:17][B:16]2[OH:28])=[O:13])[CH2:7][CH2:6]1.C(O)(=O)C.[CH3:33][C:34]([CH3:36])=O.C(O[BH-](OC(=O)C)OC(=O)C)(=O)C.[Na+]. Product: [OH:28][B:16]1[C@@H:15]([NH:14][C:12](=[O:13])[CH2:11][C@H:8]2[CH2:9][CH2:10][C@H:5]([NH:4][CH2:3][CH2:2][NH:1][CH:34]([CH3:36])[CH3:33])[CH2:6][CH2:7]2)[CH2:20][C:19]2[CH:21]=[CH:22][CH:23]=[C:24]([C:25]([OH:27])=[O:26])[C:18]=2[O:17]1. (3) Reactant: [Br:1][C:2]1[CH:7]=[CH:6][C:5](F)=[CH:4][C:3]=1[O:9][CH3:10].[CH3:11][S-:12].[Na+].O. Product: [Br:1][C:2]1[CH:7]=[CH:6][C:5]([S:12][CH3:11])=[CH:4][C:3]=1[O:9][CH3:10]. The catalyst class is: 3. (4) Reactant: [N+:1]([C:4]1[CH:5]=[C:6]([CH:10]=[CH:11][C:12]=1[N+:13]([O-:15])=[O:14])[C:7](O)=[O:8])([O-:3])=[O:2].C(O)(=O)C.O. Product: [N+:1]([C:4]1[CH:5]=[C:6]([CH2:7][OH:8])[CH:10]=[CH:11][C:12]=1[N+:13]([O-:15])=[O:14])([O-:3])=[O:2]. The catalyst class is: 1. (5) Reactant: [CH:1]([C:3]1[CH:8]=[CH:7][C:6]([CH2:9][CH2:10][C:11]([OH:13])=[O:12])=[CH:5][CH:4]=1)=O.[CH3:14][C:15]1([CH3:28])[C@@H:17]2[CH2:18][C:19]3[C:23]([C@H:16]12)=[C:22]([CH3:24])[S:21][C:20]=3[C:25](=[O:27])[CH3:26].[OH-].[K+].Cl. Product: [O:27]=[C:25]([C:20]1[S:21][C:22]([CH3:24])=[C:23]2[C:19]=1[CH2:18][C@H:17]1[C:15]([CH3:28])([CH3:14])[C@H:16]12)[CH:26]=[CH:1][C:3]1[CH:8]=[CH:7][C:6]([CH2:9][CH2:10][C:11]([OH:13])=[O:12])=[CH:5][CH:4]=1. The catalyst class is: 24. (6) Reactant: [SH:1][C:2]1[NH:3][C:4]2[CH:10]=[CH:9][CH:8]=[CH:7][C:5]=2[N:6]=1.C[O-].[Na+].[CH2:14]([O:19][C:20]1[CH:25]=[CH:24][N:23]=[C:22]([CH2:26]Cl)[C:21]=1[CH3:28])[CH2:15][CH2:16][CH2:17][CH3:18]. Product: [CH2:14]([O:19][C:20]1[CH:25]=[CH:24][N:23]=[C:22]([CH2:26][S:1][C:2]2[NH:6][C:5]3[CH:7]=[CH:8][CH:9]=[CH:10][C:4]=3[N:3]=2)[C:21]=1[CH3:28])[CH2:15][CH2:16][CH2:17][CH3:18]. The catalyst class is: 125. (7) Reactant: [CH3:1][C:2]1[CH:7]=[CH:6][C:5]([N+:8]([O-])=O)=[CH:4][C:3]=1[CH:11]=[CH:12][C:13]1[CH:14]=[C:15]2[CH:21]=[C:20]([C:22](=[O:24])[CH3:23])[NH:19][C:16]2=[N:17][CH:18]=1.[H][H]. Product: [NH2:8][C:5]1[CH:6]=[CH:7][C:2]([CH3:1])=[C:3]([CH2:11][CH2:12][C:13]2[CH:14]=[C:15]3[CH:21]=[C:20]([C:22](=[O:24])[CH3:23])[NH:19][C:16]3=[N:17][CH:18]=2)[CH:4]=1. The catalyst class is: 394. (8) Reactant: [CH2:1]1[C:6]2[NH:7][C:8]3[C:13]([C:5]=2[CH2:4][C@@H:3]([C:14]([OH:16])=[O:15])[NH:2]1)=[CH:12][CH:11]=[CH:10][CH:9]=3.[OH-].[Na+].C(O)(=O)[CH2:20][C:21]([CH2:26]C(O)=O)([C:23](O)=O)[OH:22].[O:32]1CCOC[CH2:33]1. Product: [C:21]([O:22][C:33]([N:2]1[C@H:3]([C:14]([OH:16])=[O:15])[CH2:4][C:5]2[C:13]3[C:8](=[CH:9][CH:10]=[CH:11][CH:12]=3)[NH:7][C:6]=2[CH2:1]1)=[O:32])([CH3:20])([CH3:23])[CH3:26]. The catalyst class is: 6. (9) Reactant: [Br:1][C:2]1[CH:3]=[C:4]2[N:10]([S:11]([C:14]3[CH:19]=[CH:18][CH:17]=[C:16]([F:20])[CH:15]=3)(=[O:13])=[O:12])[CH:9]=[C:8]([CH:21]=O)[C:5]2=[N:6][CH:7]=1.[C:23]([BH3-])#[N:24].[Na+].CN.O1CCCC1.C(=O)(O)[O-].[Na+]. Product: [Br:1][C:2]1[CH:3]=[C:4]2[N:10]([S:11]([C:14]3[CH:19]=[CH:18][CH:17]=[C:16]([F:20])[CH:15]=3)(=[O:13])=[O:12])[CH:9]=[C:8]([CH2:21][NH:24][CH3:23])[C:5]2=[N:6][CH:7]=1. The catalyst class is: 5.